This data is from Reaction yield outcomes from USPTO patents with 853,638 reactions. The task is: Predict the reaction yield, written as a fraction of the theoretical maximum amount of product (1.0 means a 100% yield; for example, 0.34 means a 34% yield). (1) The reactants are [NH2:1][C:2]1[CH:3]=[CH:4][CH:5]=[C:6]2[C:10]=1[C:9](=[O:11])[N:8]([C@@H:12]([C:18]1[CH:23]=[CH:22][C:21]([O:24]C)=[C:20]([O:26]CC)[CH:19]=1)[CH2:13][S:14]([CH3:17])(=[O:16])=[O:15])[CH2:7]2.[Si](I)(C)(C)C.[CH:34]1([C:37](Cl)=[O:38])[CH2:36][CH2:35]1. The catalyst is C1COCC1. The product is [OH:26][C:20]1[CH:19]=[C:18]([C@H:12]([N:8]2[C:9](=[O:11])[C:10]3[C:6](=[CH:5][CH:4]=[CH:3][C:2]=3[NH:1][C:37]([CH:34]3[CH2:36][CH2:35]3)=[O:38])[CH2:7]2)[CH2:13][S:14]([CH3:17])(=[O:16])=[O:15])[CH:23]=[CH:22][C:21]=1[OH:24]. The yield is 0.0500. (2) The reactants are [C:1]12([NH:6][C:7]([C:9]3[CH:14]=[C:13](Cl)[N:12]=[C:11]([Cl:16])[N:10]=3)=[O:8])[CH2:5][CH:3]([CH2:4]1)[CH2:2]2.C[Si]([N-][Si](C)(C)C)(C)C.[K+].[OH:27][CH2:28][C@H:29]1[CH2:31][C@H:30]1[C:32]#[N:33].CC(O)=O. The catalyst is C1COCC1.[Cl-].[Na+].O.O. The product is [C:1]12([NH:6][C:7]([C:9]3[CH:14]=[C:13]([O:27][CH2:28][C@H:29]4[CH2:31][C@H:30]4[C:32]#[N:33])[N:12]=[C:11]([Cl:16])[N:10]=3)=[O:8])[CH2:5][CH:3]([CH2:4]1)[CH2:2]2. The yield is 0.448. (3) No catalyst specified. The product is [ClH:24].[NH2:14][CH2:13][CH2:12][C:11]1[CH:10]=[CH:9][C:8]([C:5]2[CH:4]=[CH:3][C:2](=[O:1])[NH:7][CH:6]=2)=[CH:23][CH:22]=1. The reactants are [O:1]=[C:2]1[NH:7][CH:6]=[C:5]([C:8]2[CH:23]=[CH:22][C:11]([CH2:12][CH2:13][NH:14]C(=O)OC(C)(C)C)=[CH:10][CH:9]=2)[CH:4]=[CH:3]1.[ClH:24]. The yield is 1.00. (4) The reactants are [CH3:1][O:2][C:3]1[CH:12]=[CH:11][C:6]2[C:7](=[O:10])[CH2:8][O:9][C:5]=2[C:4]=1[C:13]#[C:14][CH2:15][CH:16]1[CH2:21][CH2:20][N:19]([C:22]([O:24][C:25]([CH3:28])([CH3:27])[CH3:26])=[O:23])[CH2:18][CH2:17]1. The catalyst is C(O)C.[Pd]. The product is [CH3:1][O:2][C:3]1[CH:12]=[CH:11][C:6]2[C:7](=[O:10])[CH2:8][O:9][C:5]=2[C:4]=1[CH2:13][CH2:14][CH2:15][CH:16]1[CH2:21][CH2:20][N:19]([C:22]([O:24][C:25]([CH3:28])([CH3:27])[CH3:26])=[O:23])[CH2:18][CH2:17]1. The yield is 0.960. (5) The reactants are [Cl:1][C:2]1[CH:3]=[C:4]2[C:8](=[CH:9][CH:10]=1)[NH:7][C:6]([C:11]([NH:13][C@@H:14]1[CH2:22][C:21]3[C:16](=[CH:17][CH:18]=[CH:19][CH:20]=3)[C@H:15]1[NH:23][CH2:24][CH2:25][O:26][CH:27]1[CH2:32][CH2:31][CH2:30][CH2:29][O:28]1)=[O:12])=[CH:5]2.[OH:33][C@@H:34]([CH2:38][CH3:39])[C:35](O)=[O:36].C(N(C(C)C)C(C)C)C.F[P-](F)(F)(F)(F)F.N1(OC(N(C)C)=[N+](C)C)C2N=CC=CC=2N=N1. The catalyst is CC(N(C)C)=O.O. The product is [Cl:1][C:2]1[CH:3]=[C:4]2[C:8](=[CH:9][CH:10]=1)[NH:7][C:6]([C:11]([NH:13][C@@H:14]1[CH2:22][C:21]3[C:16](=[CH:17][CH:18]=[CH:19][CH:20]=3)[C@H:15]1[N:23]([C:35](=[O:36])[C@@H:34]([OH:33])[CH2:38][CH3:39])[CH2:24][CH2:25][O:26][CH:27]1[CH2:32][CH2:31][CH2:30][CH2:29][O:28]1)=[O:12])=[CH:5]2. The yield is 0.650. (6) The reactants are [N:1]1[C:10]2[CH2:9][CH2:8][CH2:7][CH:6]([NH:11][CH2:12][CH2:13][CH2:14][CH2:15][N:16]3[C:24](=[O:25])[C:23]4[C:18](=[CH:19][CH:20]=[CH:21][CH:22]=4)[C:17]3=[O:26])[C:5]=2[N:4]=[CH:3][CH:2]=1.[C:27]([O:31][C:32]([N:34]1[C:38]2[CH:39]=[CH:40][CH:41]=[CH:42][C:37]=2[N:36]=[C:35]1[CH2:43]Cl)=[O:33])([CH3:30])([CH3:29])[CH3:28].[I-].[K+].C(N(C(C)C)CC)(C)C.C(=O)(O)[O-].[Na+]. The catalyst is CC#N. The product is [C:27]([O:31][C:32]([N:34]1[C:38]2[CH:39]=[CH:40][CH:41]=[CH:42][C:37]=2[N:36]=[C:35]1[CH2:43][N:11]([CH2:12][CH2:13][CH2:14][CH2:15][N:16]1[C:17](=[O:26])[C:18]2[C:23](=[CH:22][CH:21]=[CH:20][CH:19]=2)[C:24]1=[O:25])[CH:6]1[CH2:7][CH2:8][CH2:9][C:10]2[N:1]=[CH:2][CH:3]=[N:4][C:5]1=2)=[O:33])([CH3:30])([CH3:29])[CH3:28]. The yield is 0.850. (7) The reactants are [F:1][C:2]1[CH:9]=[C:8]([OH:10])[CH:7]=[CH:6][C:3]=1[C:4]#[N:5].[C:11](=O)([O-])[O-].[K+].[K+].IC.O. The catalyst is CN(C=O)C. The product is [F:1][C:2]1[CH:9]=[C:8]([O:10][CH3:11])[CH:7]=[CH:6][C:3]=1[C:4]#[N:5]. The yield is 0.980.